From a dataset of Forward reaction prediction with 1.9M reactions from USPTO patents (1976-2016). Predict the product of the given reaction. (1) Given the reactants [C:1]([C:3]1[CH:10]=[CH:9][C:6]([CH:7]=[O:8])=[CH:5][CH:4]=1)#[N:2].[N-:11]=[N+:12]=[N-:13].[Na+].[Li+].[Cl-], predict the reaction product. The product is: [N:2]1[NH:11][N:12]=[N:13][C:1]=1[C:3]1[CH:10]=[CH:9][C:6]([CH:7]=[O:8])=[CH:5][CH:4]=1. (2) The product is: [C:32]([O:31][C:29]([N:23]1[CH2:28][CH2:27][N:26]([C:4](=[O:5])[C:3]2[CH:7]=[C:8]([CH2:11][C:12]3[C:21]4[C:16](=[CH:17][CH:18]=[CH:19][CH:20]=4)[C:15](=[O:22])[NH:14][N:13]=3)[CH:9]=[CH:10][C:2]=2[F:1])[CH2:25][CH2:24]1)=[O:30])([CH3:35])([CH3:33])[CH3:34]. Given the reactants [F:1][C:2]1[CH:10]=[CH:9][C:8]([CH2:11][C:12]2[C:21]3[C:16](=[CH:17][CH:18]=[CH:19][CH:20]=3)[C:15](=[O:22])[NH:14][N:13]=2)=[CH:7][C:3]=1[C:4](O)=[O:5].[N:23]1([C:29]([O:31][C:32]([CH3:35])([CH3:34])[CH3:33])=[O:30])[CH2:28][CH2:27][NH:26][CH2:25][CH2:24]1.CN(C(ON1N=NC2C=CC=NC1=2)=[N+](C)C)C.F[P-](F)(F)(F)(F)F.CCN(C(C)C)C(C)C, predict the reaction product. (3) Given the reactants [Br:1][C:2]1[CH:10]=[CH:9][CH:8]=[C:7]2[C:3]=1[C:4]([C:15]([OH:17])=O)=[CH:5][N:6]2[CH2:11][CH2:12][O:13][CH3:14].Cl.[F:19][C:20]([F:39])([F:38])[C:21]([NH:23][CH2:24][C:25]1[CH:30]=[CH:29][C:28]([F:31])=[C:27]([CH:32]2[CH2:37][CH2:36][NH:35][CH2:34][CH2:33]2)[CH:26]=1)=[O:22], predict the reaction product. The product is: [Br:1][C:2]1[CH:10]=[CH:9][CH:8]=[C:7]2[C:3]=1[C:4]([C:15]([N:35]1[CH2:36][CH2:37][CH:32]([C:27]3[CH:26]=[C:25]([CH:30]=[CH:29][C:28]=3[F:31])[CH2:24][NH:23][C:21](=[O:22])[C:20]([F:39])([F:38])[F:19])[CH2:33][CH2:34]1)=[O:17])=[CH:5][N:6]2[CH2:11][CH2:12][O:13][CH3:14]. (4) Given the reactants [O:1]=[C:2]1[NH:7][C:6]2[CH:8]=[C:9]([C:11]3[CH:16]=[CH:15][CH:14]=[CH:13][CH:12]=3)[S:10][C:5]=2[C:4](=[O:17])[N:3]1[CH:18]1[CH2:23][CH2:22][N:21]([C:24]([O:26][C:27]([CH3:30])([CH3:29])[CH3:28])=[O:25])[CH2:20][CH2:19]1.Cl[CH2:32][C:33]1[O:37][N:36]=[C:35]([CH2:38][CH3:39])[N:34]=1.C(=O)([O-])[O-].[K+].[K+], predict the reaction product. The product is: [CH2:38]([C:35]1[N:34]=[C:33]([CH2:32][N:7]2[C:6]3[CH:8]=[C:9]([C:11]4[CH:16]=[CH:15][CH:14]=[CH:13][CH:12]=4)[S:10][C:5]=3[C:4](=[O:17])[N:3]([CH:18]3[CH2:23][CH2:22][N:21]([C:24]([O:26][C:27]([CH3:30])([CH3:29])[CH3:28])=[O:25])[CH2:20][CH2:19]3)[C:2]2=[O:1])[O:37][N:36]=1)[CH3:39]. (5) Given the reactants [Br:1][C:2]1[CH:7]=[CH:6][C:5]([C:8]2[CH:13]=[CH:12][C:11]([N:14]([CH3:16])[CH3:15])=[CH:10][C:9]=2[CH2:17][OH:18])=[CH:4][CH:3]=1, predict the reaction product. The product is: [Br:1][C:2]1[CH:7]=[CH:6][C:5]([C:8]2[C:9]([CH:17]=[O:18])=[CH:10][C:11]([N:14]([CH3:15])[CH3:16])=[CH:12][CH:13]=2)=[CH:4][CH:3]=1. (6) Given the reactants [N:1]1([CH2:6][CH2:7][CH2:8][C:9]2[CH:14]=[CH:13][C:12]([NH:15][C:16]3[N:21]=[CH:20][C:19]([NH2:22])=[CH:18][N:17]=3)=[CH:11][CH:10]=2)[CH2:5][CH2:4][CH2:3][CH2:2]1.[Cl:23][C:24]1[CH:31]=[CH:30][CH:29]=[C:28]([Cl:32])[C:25]=1[CH2:26]Br.C(=O)([O-])[O-].[Cs+].[Cs+].O, predict the reaction product. The product is: [Cl:23][C:24]1[CH:31]=[CH:30][CH:29]=[C:28]([Cl:32])[C:25]=1[CH2:26][NH:22][C:19]1[CH:20]=[N:21][C:16]([NH:15][C:12]2[CH:11]=[CH:10][C:9]([CH2:8][CH2:7][CH2:6][N:1]3[CH2:5][CH2:4][CH2:3][CH2:2]3)=[CH:14][CH:13]=2)=[N:17][CH:18]=1.